Task: Predict which catalyst facilitates the given reaction.. Dataset: Catalyst prediction with 721,799 reactions and 888 catalyst types from USPTO Reactant: [F:1][C:2]1[CH:3]=[C:4]([NH2:18])[CH:5]=[CH:6][C:7]=1[O:8][C:9]1[C:14]2=[CH:15][CH:16]=[CH:17][N:13]2[N:12]=[CH:11][N:10]=1.C(N(C(C)C)CC)(C)C.Cl[C:29](=[O:36])[CH2:30][C:31]([O:33][CH2:34][CH3:35])=[O:32]. Product: [F:1][C:2]1[CH:3]=[C:4]([NH:18][C:29](=[O:36])[CH2:30][C:31]([O:33][CH2:34][CH3:35])=[O:32])[CH:5]=[CH:6][C:7]=1[O:8][C:9]1[C:14]2=[CH:15][CH:16]=[CH:17][N:13]2[N:12]=[CH:11][N:10]=1. The catalyst class is: 2.